This data is from Peptide-MHC class I binding affinity with 185,985 pairs from IEDB/IMGT. The task is: Regression. Given a peptide amino acid sequence and an MHC pseudo amino acid sequence, predict their binding affinity value. This is MHC class I binding data. (1) The peptide sequence is EESVYRSL. The MHC is HLA-A68:02 with pseudo-sequence HLA-A68:02. The binding affinity (normalized) is 0. (2) The peptide sequence is YQAVVPLVY. The MHC is Patr-A0701 with pseudo-sequence Patr-A0701. The binding affinity (normalized) is 0. (3) The peptide sequence is FLILCSVLL. The MHC is HLA-B58:01 with pseudo-sequence HLA-B58:01. The binding affinity (normalized) is 0.0847. (4) The peptide sequence is QEKNMYEL. The MHC is Mamu-B01 with pseudo-sequence Mamu-B01. The binding affinity (normalized) is 0. (5) The peptide sequence is RKIYDLIEL. The MHC is HLA-B53:01 with pseudo-sequence HLA-B53:01. The binding affinity (normalized) is 0.